From a dataset of Experimentally validated miRNA-target interactions with 360,000+ pairs, plus equal number of negative samples. Binary Classification. Given a miRNA mature sequence and a target amino acid sequence, predict their likelihood of interaction. (1) The miRNA is hsa-miR-885-5p with sequence UCCAUUACACUACCCUGCCUCU. The protein sequence of the target gene is MGGAVSAGEDNDDLIDNLKEAQYIRTERVEQAFRAIDRGDYYLEGYRDNAYKDLAWKHGNIHLSAPCIYSEVMEALKLQPGLSFLNLGSGTGYLSTMVGLILGPFGINHGIELHSDVVEYAKEKLESFIKNSDSFDKFEFCEPAFVVGNCLQIASDSHQYDRIYCGAGVQKDHENYMKILLKVGGILVMPIEDQLTQIMRTGQNTWESKNILAVSFAPLVQPSKNDNGTPDSVGLPPCAVRNLQDLARIYIRRTLRNFINDEMQAKGIPQRAPPKRKRKRVKQRINTYVFVGNQLIPQPL.... Result: 0 (no interaction). (2) The miRNA is hsa-miR-1827 with sequence UGAGGCAGUAGAUUGAAU. The protein sequence of the target gene is MYVTMMMTDQIPLELPPLLNGEVAMMPHLVNGDAAQQVILVQVNPGETFTIRAEDGTLQCIQGPAEVPMMSPNGSIPPIHVPPGYISQVIEDSTGVRRVVVTPQSPECYPPSYPSAMSPTHHLPPYLTHHPHFIHNSHTAYYPPVTGPGDMPPQFFPQHHLPHTIYGEQEIIPFYGMSTYITREDQYSKPPHKKLKDRQIDRQNRLNSPPSSIYKSSCTTVYNGYGKGHSGGSGGGGSGSGPGIKKTERRARSSPKSNDSDLQEYELEVKRVQDILSGIEKPQVSNIQARAVVLSWAPPV.... Result: 1 (interaction).